Dataset: Forward reaction prediction with 1.9M reactions from USPTO patents (1976-2016). Task: Predict the product of the given reaction. The product is: [CH3:29][N:30]([CH3:34])[CH2:31][CH2:32][NH:33][C:2]1[N:7]=[C:6]([C:8]2[CH:13]=[CH:12][CH:11]=[CH:10][CH:9]=2)[N:5]=[C:4]([C:14]([NH:16][C:17]2[CH:22]=[CH:21][CH:20]=[CH:19][C:18]=2[C:23]2[S:24][C:25]([CH3:28])=[CH:26][N:27]=2)=[O:15])[CH:3]=1. Given the reactants Cl[C:2]1[N:7]=[C:6]([C:8]2[CH:13]=[CH:12][CH:11]=[CH:10][CH:9]=2)[N:5]=[C:4]([C:14]([NH:16][C:17]2[CH:22]=[CH:21][CH:20]=[CH:19][C:18]=2[C:23]2[S:24][C:25]([CH3:28])=[CH:26][N:27]=2)=[O:15])[CH:3]=1.[CH3:29][N:30]([CH3:34])[CH2:31][CH2:32][NH2:33], predict the reaction product.